Predict the product of the given reaction. From a dataset of Forward reaction prediction with 1.9M reactions from USPTO patents (1976-2016). (1) The product is: [ClH:1].[Cl:1][C:2]1[C:35]([F:36])=[CH:34][CH:33]=[C:32]([F:37])[C:3]=1[CH2:4][N:5]1[C:9]2=[N:10][C:11]([C:14]3[CH:15]=[N:16][N:17]([CH:19]4[CH2:24][CH2:23][NH:22][CH2:21][CH2:20]4)[CH:18]=3)=[CH:12][CH:13]=[C:8]2[N:7]=[N:6]1. Given the reactants [Cl:1][C:2]1[C:35]([F:36])=[CH:34][CH:33]=[C:32]([F:37])[C:3]=1[CH2:4][N:5]1[C:9]2=[N:10][C:11]([C:14]3[CH:15]=[N:16][N:17]([CH:19]4[CH2:24][CH2:23][N:22](C(OC(C)(C)C)=O)[CH2:21][CH2:20]4)[CH:18]=3)=[CH:12][CH:13]=[C:8]2[N:7]=[N:6]1.C(O)(C(F)(F)F)=O.[OH-].[Na+], predict the reaction product. (2) Given the reactants [Br:1][C:2]1[C:3]([CH2:12][O:13][C:14]2[CH:19]=[CH:18][C:17]([Cl:20])=[C:16]([Cl:21])[CH:15]=2)=[CH:4][C:5]2[O:9][N:8]=[C:7]([NH2:10])[C:6]=2[CH:11]=1.[C:22](O[C:22]([O:24][C:25]([CH3:28])([CH3:27])[CH3:26])=[O:23])([O:24][C:25]([CH3:28])([CH3:27])[CH3:26])=[O:23], predict the reaction product. The product is: [Br:1][C:2]1[C:3]([CH2:12][O:13][C:14]2[CH:19]=[CH:18][C:17]([Cl:20])=[C:16]([Cl:21])[CH:15]=2)=[CH:4][C:5]2[O:9][N:8]=[C:7]([N:10]([C:22]([O:24][C:25]([CH3:28])([CH3:27])[CH3:26])=[O:23])[C:22](=[O:23])[O:24][C:25]([CH3:28])([CH3:27])[CH3:26])[C:6]=2[CH:11]=1. (3) Given the reactants [F:1][C:2]1[CH:3]=[C:4]([CH:13]=[C:14]([F:16])[CH:15]=1)[O:5][CH2:6][CH2:7]OS(C)(=O)=O.[CH3:17][NH2:18], predict the reaction product. The product is: [F:1][C:2]1[CH:3]=[C:4]([CH:13]=[C:14]([F:16])[CH:15]=1)[O:5][CH2:6][CH2:7][NH:18][CH3:17]. (4) Given the reactants [Cl:1][C:2]1[CH:3]=[C:4]2[C:8](=[CH:9][CH:10]=1)[NH:7][C:6]([CH2:11][N:12]1[C:16]3=[CH:17][N:18]=[CH:19][CH:20]=[C:15]3[C:14]3([CH2:22][CH2:21]3)[C:13]1=[O:23])=[CH:5]2.Br[CH2:25][CH2:26][CH2:27][OH:28].C(=O)([O-])[O-].[Cs+].[Cs+], predict the reaction product. The product is: [Cl:1][C:2]1[CH:3]=[C:4]2[C:8](=[CH:9][CH:10]=1)[N:7]([CH2:25][CH2:26][CH2:27][OH:28])[C:6]([CH2:11][N:12]1[C:16]3=[CH:17][N:18]=[CH:19][CH:20]=[C:15]3[C:14]3([CH2:22][CH2:21]3)[C:13]1=[O:23])=[CH:5]2. (5) Given the reactants [C:1]([O:5][C:6]([NH:8][CH:9]([CH:13]1[CH2:15][CH2:14]1)[C:10]([OH:12])=O)=[O:7])([CH3:4])([CH3:3])[CH3:2].[CH3:16][C:17]1(C)OC(=O)CC(=O)[O:18]1.C(Cl)Cl.CCN=C=NCCCN(C)C, predict the reaction product. The product is: [CH:13]1([C@H:9]2[C:10](=[O:12])[CH2:16][C:17](=[O:18])[N:8]2[C:6]([O:5][C:1]([CH3:2])([CH3:3])[CH3:4])=[O:7])[CH2:15][CH2:14]1.